Dataset: Forward reaction prediction with 1.9M reactions from USPTO patents (1976-2016). Task: Predict the product of the given reaction. The product is: [NH:1]([C:36]([CH3:38])=[O:37])[C@H:2]([C:18]([NH:20][C@H:21]([C:26]([N:28]1[CH2:35][CH2:34][CH2:33][C@H:29]1[C:30]([NH:39][CH2:40][CH2:41][CH2:42][CH2:43][NH:44][C:45]([O:47][C:48]([CH3:51])([CH3:50])[CH3:49])=[O:46])=[O:31])=[O:27])[CH2:22][CH:23]([CH3:25])[CH3:24])=[O:19])[CH2:3][C:4]1[CH:9]=[CH:8][C:7]([O:10][CH2:11][C:12]2[CH:17]=[CH:16][CH:15]=[CH:14][CH:13]=2)=[CH:6][CH:5]=1. Given the reactants [NH:1]([C:36]([CH3:38])=[O:37])[C@H:2]([C:18]([NH:20][C@H:21]([C:26]([N:28]1[CH2:35][CH2:34][CH2:33][C@H:29]1[C:30](O)=[O:31])=[O:27])[CH2:22][CH:23]([CH3:25])[CH3:24])=[O:19])[CH2:3][C:4]1[CH:9]=[CH:8][C:7]([O:10][CH2:11][C:12]2[CH:17]=[CH:16][CH:15]=[CH:14][CH:13]=2)=[CH:6][CH:5]=1.[NH2:39][CH2:40][CH2:41][CH2:42][CH2:43][NH:44][C:45]([O:47][C:48]([CH3:51])([CH3:50])[CH3:49])=[O:46].F[P-](F)(F)(F)(F)F.N1(O[P+](N(C)C)(N(C)C)N(C)C)C2C=CC=CC=2N=N1.CCN(C(C)C)C(C)C, predict the reaction product.